Dataset: Full USPTO retrosynthesis dataset with 1.9M reactions from patents (1976-2016). Task: Predict the reactants needed to synthesize the given product. (1) Given the product [Br:26][C:7]1[CH:8]=[CH:9][CH:10]=[C:11]2[C:6]=1[CH:5]=[CH:4][N:3]=[C:2]2[Cl:1], predict the reactants needed to synthesize it. The reactants are: [Cl:1][C:2]1[C:11]2[CH:10]=[CH:9][CH:8]=[C:7](N)[C:6]=2[CH:5]=[CH:4][N:3]=1.[N+]([O-])([O-])=O.[Na+].NC(N)=O.[N+]([O-])([O-])=O.[BrH:26]. (2) Given the product [NH2:1][C:4]1[CH:5]=[C:6]([CH:28]=[CH:29][CH:30]=1)[CH2:7][C:8]1[C:12]2[C:13](=[O:27])[N:14]([C:21]3[CH:26]=[CH:25][CH:24]=[CH:23][CH:22]=3)[C:15]3[N:16]=[CH:17][CH:18]=[CH:19][C:20]=3[C:11]=2[NH:10][N:9]=1, predict the reactants needed to synthesize it. The reactants are: [N+:1]([C:4]1[CH:5]=[C:6]([CH:28]=[CH:29][CH:30]=1)[CH2:7][C:8]1[C:12]2[C:13](=[O:27])[N:14]([C:21]3[CH:26]=[CH:25][CH:24]=[CH:23][CH:22]=3)[C:15]3[N:16]=[CH:17][CH:18]=[CH:19][C:20]=3[C:11]=2[NH:10][N:9]=1)([O-])=O.